Dataset: NCI-60 drug combinations with 297,098 pairs across 59 cell lines. Task: Regression. Given two drug SMILES strings and cell line genomic features, predict the synergy score measuring deviation from expected non-interaction effect. (1) Drug 1: CC1=C(C=C(C=C1)NC2=NC=CC(=N2)N(C)C3=CC4=NN(C(=C4C=C3)C)C)S(=O)(=O)N.Cl. Drug 2: CCC1(CC2CC(C3=C(CCN(C2)C1)C4=CC=CC=C4N3)(C5=C(C=C6C(=C5)C78CCN9C7C(C=CC9)(C(C(C8N6C)(C(=O)OC)O)OC(=O)C)CC)OC)C(=O)OC)O.OS(=O)(=O)O. Cell line: MOLT-4. Synergy scores: CSS=42.1, Synergy_ZIP=2.36, Synergy_Bliss=10.6, Synergy_Loewe=9.39, Synergy_HSA=9.48. (2) Cell line: ACHN. Drug 2: B(C(CC(C)C)NC(=O)C(CC1=CC=CC=C1)NC(=O)C2=NC=CN=C2)(O)O. Synergy scores: CSS=76.4, Synergy_ZIP=-1.16, Synergy_Bliss=-0.778, Synergy_Loewe=-10.9, Synergy_HSA=-1.55. Drug 1: C1C(C(OC1N2C=NC3=C(N=C(N=C32)Cl)N)CO)O.